Predict the product of the given reaction. From a dataset of Forward reaction prediction with 1.9M reactions from USPTO patents (1976-2016). The product is: [C:42]([C:43]1[C:8]([F:11])=[C:7]([NH:12][C:13]([C:26]2[CH:27]=[CH:28][CH:29]=[CH:30][CH:31]=2)([C:20]2[CH:25]=[CH:24][CH:23]=[CH:22][CH:21]=2)[C:14]2[CH:19]=[CH:18][CH:17]=[CH:16][CH:15]=2)[CH:6]=[C:5]([CH:4]([O:3][CH2:1][CH3:2])[O:32][CH2:33][CH3:34])[N:44]=1)([CH3:46])([CH3:45])[CH3:41]. Given the reactants [CH2:1]([O:3][CH:4]([O:32][CH2:33][CH3:34])[C:5]#[C:6][C:7](=[N:12][C:13]([C:26]1[CH:31]=[CH:30][CH:29]=[CH:28][CH:27]=1)([C:20]1[CH:25]=[CH:24][CH:23]=[CH:22][CH:21]=1)[C:14]1[CH:19]=[CH:18][CH:17]=[CH:16][CH:15]=1)[C:8]([F:11])(F)F)[CH3:2].C(=O)([O-])[O-].[Cs+].[Cs+].[CH3:41][C:42]([CH3:46])([CH3:45])[CH2:43][NH2:44], predict the reaction product.